This data is from Full USPTO retrosynthesis dataset with 1.9M reactions from patents (1976-2016). The task is: Predict the reactants needed to synthesize the given product. Given the product [CH2:1]([CH:3]1[N:12]2[C:7](=[CH:8][C:9](=[O:18])[C:10]([C:13]([O:15][CH2:16][CH3:17])=[O:14])=[CH:11]2)[C:6]2[CH:19]=[C:20]([O:24][CH3:25])[C:21]([O:23][CH2:27][CH2:28][OH:29])=[CH:22][C:5]=2[CH2:4]1)[CH3:2], predict the reactants needed to synthesize it. The reactants are: [CH2:1]([CH:3]1[N:12]2[C:7](=[CH:8][C:9](=[O:18])[C:10]([C:13]([O:15][CH2:16][CH3:17])=[O:14])=[CH:11]2)[C:6]2[CH:19]=[C:20]([O:24][CH3:25])[C:21]([OH:23])=[CH:22][C:5]=2[CH2:4]1)[CH3:2].Br[CH2:27][CH2:28][OH:29].C([O-])([O-])=O.[K+].[K+].O.